From a dataset of Experimentally validated miRNA-target interactions with 360,000+ pairs, plus equal number of negative samples. Binary Classification. Given a miRNA mature sequence and a target amino acid sequence, predict their likelihood of interaction. (1) The miRNA is hsa-miR-103a-3p with sequence AGCAGCAUUGUACAGGGCUAUGA. The protein sequence of the target gene is MASQTQGIQQLLQAEKRAAEKVADARKRKARRLKQAKEEAQMEVEQYRREREQEFQSKQQAAMGSQGNLSAEVEQATRRQVQGMQSSQQRNRERVLAQLLGMVCEVRPQVHPNYRVTV. Result: 0 (no interaction). (2) The protein sequence of the target gene is MAVTFEDVTIIFTWEEWKFLDSSQKRLYREVMWENYTNVMSVENWNESYKSQEEKFRYLEYENFSYWQGWWNAGAQMYENQNYGETVQGTDSKDLTQQDRSQCQEWLILSTQVPGYGNYELTFESKSLRNLKYKNFMPWQSLETKTTQDYGREIYMSGSHGFQGGRYRLGISRKNLSMEKEQKLIVQHSYIPVEEALPQYVGVICQEDLLRDSMEEKYCGCNKCKGIYYWNSRCVFHKRNQPGENLCQCSICKACFSQRSDLYRHPRNHIGKKLYGCDEVDGNFHQSSGVHFHQRVHIGE.... The miRNA is dre-miR-219-5p with sequence UGAUUGUCCAAACGCAAUUCUU. Result: 0 (no interaction). (3) The miRNA is hsa-miR-3678-3p with sequence CUGCAGAGUUUGUACGGACCGG. The protein sequence of the target gene is MVLVHVGYLVLPVFGSVRNRGAPFQRSQHPHATSCRHFHLGPPQPQQLAPDFPLAHPVQSQPGLSAHMAPAHQHSGALHQSLTPLPTLQFQDVTGPSFLPQALHQQYLLQQQLLEAQHRRLVSHPRRSQERVSVHPHRLHPSFDFGQLQTPQPRYLAEGTDWDLSVDAGLSPAQFQVRPIPQHYQHYLATPRMHHFPRNSSSTQMVVHEIRNYPYPQLHFLALQGLNPSRHTSAVRESYEELLQLEDRLGNVTRGAVQNTIERFTFPHKYKKRRPQDGKGKKDEGEESDTDEKCTICLSM.... Result: 1 (interaction).